Dataset: Experimentally validated miRNA-target interactions with 360,000+ pairs, plus equal number of negative samples. Task: Binary Classification. Given a miRNA mature sequence and a target amino acid sequence, predict their likelihood of interaction. (1) The miRNA is mmu-miR-878-5p with sequence UAUCUAGUUGGAUGUCAAGACA. The protein sequence of the target gene is MTTLKEAVTFKDVAVVFTEEELRLLDLAQRKLYREVMLENFRNLLSVGHQSLHRDTFHFLKEEKFWMMETATQREGNLGGKIQMEMETVSESGTHEGLFSHQTWEQISSDLTRFQDSMVNSFQFSKQDDMPCQVDAGLSIIHVRQKPSEGRTCKKSFSDVSVLDLHQQLQSREKSHTCDECGKSFCYSSALRIHQRVHMGEKLYNCDVCGKEFNQSSHLQIHQRIHTGEKPFKCEQCGKGFSRRSGLYVHRKLHTGVKPHICEKCGKAFIHDSQLQEHQRIHTGEKPFKCDICCKSFRSR.... Result: 0 (no interaction). (2) The miRNA is hsa-miR-4653-3p with sequence UGGAGUUAAGGGUUGCUUGGAGA. The protein sequence of the target gene is MARAAPLLAALTALLAAAAAGGDAPPGKIAVVGAGIGGSAVAHFLQQHFGPRVQIDVYEKGTVGGRLATISVNKQHYESGAASFHSLSLHMQDFVKLLGLRHRREVVGRSAIFGGEHFMLEETDWYLLNLFRLWWHYGISFLRLQMWVEEVMEKFMRIYKYQAHGYAFSGVEELLYSLGESTFVNMTQHSVAESLLQVGVTQRFIDDVVSAVLRASYGQSAAMPAFAGAMSLAGAQGSLWSVEGGNKLVCSGLLKLTKANVIHATVTSVTLHSTEGKALYQVAYENEVGNSSDFYDIVVI.... Result: 0 (no interaction). (3) The miRNA is hsa-miR-3202 with sequence UGGAAGGGAGAAGAGCUUUAAU. The protein sequence of the target gene is MHRLLAWDAACLPPPPAAFRPMEVANFYYEPDCLAYGAKAARAAPRAPAAEPAIGEHERAIDFSPYLEPLAPAADFAAPAPAHHDFLSDLFADDYGAKPSKKPADYGYVSLGRAGAKAAPPACFPPPPPAALKAEPGFEPADCKRADDAPAMAAGFPFALRAYLGYQATPSGSSGSLSTSSSSSPPGTPSPADAKAAPAACFAGPPAAPAKAKAKKTVDKLSDEYKMRRERNNIAVRKSRDKAKMRNLETQHKVLELTAENERLQKKVEQLSRELSTLRNLFKQLPEPLLASAGHC. Result: 0 (no interaction). (4) The miRNA is hsa-miR-592 with sequence UUGUGUCAAUAUGCGAUGAUGU. The protein sequence of the target gene is MGGKQSTAARSRGPFPGVSTDDSAVPPPGGAPHFGHYRTGGGAMGLRSRSVSSVAGMGMDPSTAGGVPFGLYTPASRGTGDSERAPGGGGSASDSTYAHGNGYQETGGGHHRDGMLYLGSRASLADALPLHIAPRWFSSHSGFKCPICSKSVASDEMEMHFIMCLSKPRLSYNDDVLTKDAGECVICLEELLQGDTIARLPCLCIYHKSCIDSWFEVNRSCPEHPAD. Result: 0 (no interaction). (5) The miRNA is mmu-miR-6934-3p with sequence ACCUCUGCUCCUGCCCCACCAG. The protein sequence of the target gene is MEKATVPVAAATAAEGEGSPPAVAAVAGPPAAAEVGGGVGGSSRARSASSPRGMVRVCDLLLKKKPPQQQHHKAKRNRTCRPPSSSESSSDSDNSGGGGGGGGGGGGGGGTSSNNSEEEEDDDDEEEEVSEVESFILDQDDLENPMLETASKLLLSGTADGADLRTVDPETQARLEALLEAAGIGKLSTADGKAFADPEVLRRLTSSVSCALDEAAAALTRMRAESTANAGQSDNRSLAEACSEGDVNAVRKLLIEGRSVNEHTEEGESLLCLACSAGYYELAQVLLAMHANVEDRGIKG.... Result: 0 (no interaction).